Task: Predict the reaction yield, written as a fraction of the theoretical maximum amount of product (1.0 means a 100% yield; for example, 0.34 means a 34% yield).. Dataset: Reaction yield outcomes from USPTO patents with 853,638 reactions The catalyst is CC(N(C)C)=O. The reactants are [OH:1][C:2]1[CH:11]=[C:10]2[C:5]([C:6]([O:12][C:13]3[CH:14]=[CH:15][C:16]([NH:19][C:20]([C:22]4[C:23](=[O:35])[N:24]([C:29]5[CH:34]=[CH:33][CH:32]=[CH:31][CH:30]=5)[N:25]([CH3:28])[C:26]=4[CH3:27])=[O:21])=[N:17][CH:18]=3)=[CH:7][CH:8]=[N:9]2)=[CH:4][C:3]=1[O:36][CH3:37].CS(O[CH2:43][CH2:44][CH2:45][N:46]1[CH2:52][CH:51]([OH:53])[C:48]2([CH2:50][CH2:49]2)[CH2:47]1)(=O)=O.C([O-])([O-])=O.[Cs+].[Cs+]. The yield is 0.630. The product is [OH:53][CH:51]1[C:48]2([CH2:50][CH2:49]2)[CH2:47][N:46]([CH2:45][CH2:44][CH2:43][O:1][C:2]2[CH:11]=[C:10]3[C:5]([C:6]([O:12][C:13]4[CH:14]=[CH:15][C:16]([NH:19][C:20]([C:22]5[C:23](=[O:35])[N:24]([C:29]6[CH:30]=[CH:31][CH:32]=[CH:33][CH:34]=6)[N:25]([CH3:28])[C:26]=5[CH3:27])=[O:21])=[N:17][CH:18]=4)=[CH:7][CH:8]=[N:9]3)=[CH:4][C:3]=2[O:36][CH3:37])[CH2:52]1.